From a dataset of Full USPTO retrosynthesis dataset with 1.9M reactions from patents (1976-2016). Predict the reactants needed to synthesize the given product. (1) The reactants are: Cl[C:2]1[N:7]=[C:6]([CH3:8])[N:5]=[C:4]2[NH:9][N:10]=[CH:11][C:3]=12.C(N(CC)CC)C.[H][H].C(OCC)(=O)C. Given the product [CH3:8][C:6]1[N:5]=[C:4]2[NH:9][N:10]=[CH:11][C:3]2=[CH:2][N:7]=1, predict the reactants needed to synthesize it. (2) Given the product [NH2:1][C:2]1[N:10]=[C:9]([O:11][CH2:12][CH2:13][O:14][CH3:15])[N:8]=[C:7]2[C:3]=1[N:4]=[C:5]([OH:32])[N:6]2[CH2:16][C:17]1[CH:18]=[C:19]([P:23](=[O:30])([OH:27])[O:24][CH2:25][CH3:26])[CH:20]=[CH:21][CH:22]=1, predict the reactants needed to synthesize it. The reactants are: [NH2:1][C:2]1[N:10]=[C:9]([O:11][CH2:12][CH2:13][O:14][CH3:15])[N:8]=[C:7]2[C:3]=1[N:4]=[C:5](Br)[N:6]2[CH2:16][C:17]1[CH:18]=[C:19]([P:23](=[O:30])([O:27]CC)[O:24][CH2:25][CH3:26])[CH:20]=[CH:21][CH:22]=1.[OH-:32].[Na+]. (3) Given the product [C:1]([O:5][C:6]([NH:7][CH:8]([C:9]1[CH:10]=[CH:11][CH:12]=[CH:13][CH:14]=1)[C:10]1[CH:11]=[C:35]([CH:13]=[CH:14][CH:9]=1)[O:38][CH2:24][C:25]1[CH:34]=[CH:33][C:28]([C:29]([O:31][CH3:32])=[O:30])=[CH:27][CH:26]=1)=[O:22])([CH3:2])([CH3:3])[CH3:4], predict the reactants needed to synthesize it. The reactants are: [C:1]([O:5][C:6](=[O:22])[N:7](C1C=CC=C(O)C=1)[CH2:8][C:9]1[CH:14]=[CH:13][CH:12]=[CH:11][CH:10]=1)([CH3:4])([CH3:3])[CH3:2].Br[CH2:24][C:25]1[CH:34]=[CH:33][C:28]([C:29]([O:31][CH3:32])=[O:30])=[CH:27][CH:26]=1.[C:35](=[O:38])([O-])[O-].[K+].[K+]. (4) Given the product [C:1]1([C@@H:7]([CH3:12])[CH2:8][NH:57][C:13](=[O:17])[C:20]2[CH:25]=[CH:24][C:23]([C:26]3[C:34]4[C:29](=[N:30][CH:31]=[N:32][C:33]=4[NH2:35])[N:28]([C@H:36]4[CH2:41][CH2:40][C@H:39]([N:42]5[CH2:47][CH2:46][N:45]([CH3:48])[CH2:44][CH2:43]5)[CH2:38][CH2:37]4)[N:27]=3)=[CH:22][C:21]=2[O:49][CH3:50])[CH:2]=[CH:3][CH:4]=[CH:5][CH:6]=1, predict the reactants needed to synthesize it. The reactants are: [C:1]1([C@H:7]([CH3:12])[CH2:8]C(O)=O)[CH:6]=[CH:5][CH:4]=[CH:3][CH:2]=1.[C:13](Cl)(=[O:17])C(Cl)=O.N[C:20]1[CH:25]=[CH:24][C:23]([C:26]2[C:34]3[C:29](=[N:30][CH:31]=[N:32][C:33]=3[NH2:35])[N:28]([C@H:36]3[CH2:41][CH2:40][C@H:39]([N:42]4[CH2:47][CH2:46][N:45]([CH3:48])[CH2:44][CH2:43]4)[CH2:38][CH2:37]3)[N:27]=2)=[CH:22][C:21]=1[O:49][CH3:50].C(OCC)(=O)C.[N:57]1C=CC=CC=1. (5) Given the product [CH3:18][S:19]([NH:1][C:2]1[CH:3]=[CH:4][C:5]([C:8]2([CH3:17])[CH2:12][S:11][C:10]([NH:13][C:14](=[O:16])[CH3:15])=[N:9]2)=[CH:6][CH:7]=1)(=[O:21])=[O:20], predict the reactants needed to synthesize it. The reactants are: [NH2:1][C:2]1[CH:7]=[CH:6][C:5]([C:8]2([CH3:17])[CH2:12][S:11][C:10]([NH:13][C:14](=[O:16])[CH3:15])=[N:9]2)=[CH:4][CH:3]=1.[CH3:18][S:19](Cl)(=[O:21])=[O:20].C(=O)([O-])[O-].[Na+].[Na+]. (6) Given the product [Cl:1][C:2]1[C:3]([C:22]#[N:24])=[N:4][CH:5]=[C:6]([C:8]2[CH:13]=[CH:12][CH:11]=[C:10]([F:14])[C:9]=2[C:15]2[N:16]=[N:17][N:18]([CH3:20])[N:19]=2)[CH:7]=1, predict the reactants needed to synthesize it. The reactants are: [Cl:1][C:2]1[CH:3]=[N+:4]([O-])[CH:5]=[C:6]([C:8]2[CH:13]=[CH:12][CH:11]=[C:10]([F:14])[C:9]=2[C:15]2[N:16]=[N:17][N:18]([CH3:20])[N:19]=2)[CH:7]=1.[CH2:22]([N:24](CC)CC)C.C[Si](C#N)(C)C.